This data is from Reaction yield outcomes from USPTO patents with 853,638 reactions. The task is: Predict the reaction yield, written as a fraction of the theoretical maximum amount of product (1.0 means a 100% yield; for example, 0.34 means a 34% yield). The reactants are Cl.[CH:2]([N:5]1[C:9]([C:10]2[N:19]=[C:18]3[N:12]([CH2:13][CH2:14][O:15][C:16]4[CH:23]=[C:22]([C@@H:24]5[CH2:29][CH2:28][NH:27][CH2:26][C@H:25]5[OH:30])[CH:21]=[CH:20][C:17]=43)[CH:11]=2)=[N:8][CH:7]=[N:6]1)([CH3:4])[CH3:3].Br[C:32]([CH3:38])([CH3:37])[C:33]([NH:35][CH3:36])=[O:34].[OH-].[Na+]. The catalyst is CCCC[N+](CCCC)(CCCC)CCCC.[Br-].C(Cl)Cl. The product is [OH:30][C@H:25]1[C@H:24]([C:22]2[CH:21]=[CH:20][C:17]3[C:18]4[N:12]([CH:11]=[C:10]([C:9]5[N:5]([CH:2]([CH3:4])[CH3:3])[N:6]=[CH:7][N:8]=5)[N:19]=4)[CH2:13][CH2:14][O:15][C:16]=3[CH:23]=2)[CH2:29][CH2:28][N:27]([C:32]([CH3:38])([CH3:37])[C:33]([NH:35][CH3:36])=[O:34])[CH2:26]1. The yield is 0.370.